From a dataset of Catalyst prediction with 721,799 reactions and 888 catalyst types from USPTO. Predict which catalyst facilitates the given reaction. Reactant: [NH2:1][C:2]1[CH:7]=[CH:6][C:5]([S:8]([NH:11][CH2:12][CH2:13][O:14][CH:15]([CH3:17])[CH3:16])(=[O:10])=[O:9])=[CH:4][C:3]=1[F:18].[CH:19]([O:22][C:23]([N:25]1[CH2:30][CH2:29][CH:28]([O:31][C:32]2[C:37]([CH3:38])=[C:36](Cl)[N:35]=[CH:34][N:33]=2)[CH2:27][CH2:26]1)=[O:24])([CH3:21])[CH3:20].C1(C2C=CC=CC=2)C=CC=CC=1P(C(C)(C)C)C(C)(C)C.CC(C)([O-])C.[Na+]. Product: [CH:19]([O:22][C:23]([N:25]1[CH2:30][CH2:29][CH:28]([O:31][C:32]2[C:37]([CH3:38])=[C:36]([NH:1][C:2]3[CH:7]=[CH:6][C:5]([S:8](=[O:10])(=[O:9])[NH:11][CH2:12][CH2:13][O:14][CH:15]([CH3:16])[CH3:17])=[CH:4][C:3]=3[F:18])[N:35]=[CH:34][N:33]=2)[CH2:27][CH2:26]1)=[O:24])([CH3:21])[CH3:20]. The catalyst class is: 160.